From a dataset of Full USPTO retrosynthesis dataset with 1.9M reactions from patents (1976-2016). Predict the reactants needed to synthesize the given product. (1) The reactants are: [OH-].[Na+].Cl.[NH2:4][CH2:5][C:6]([O:8][CH2:9][CH3:10])=[O:7].[C:11]([O:15][CH2:16][CH3:17])(=[O:14])[CH:12]=[CH2:13]. Given the product [CH2:9]([O:8][C:6]([CH2:5][NH:4][CH2:13][CH2:12][C:11]([O:15][CH2:16][CH3:17])=[O:14])=[O:7])[CH3:10], predict the reactants needed to synthesize it. (2) Given the product [Cl:2][C:3]1[CH:12]=[C:11]2[C:6]([C:7]([NH:13][C:14]3[CH:15]=[CH:16][C:17]([N:22]4[CH2:27][CH2:26][O:25][CH2:24][CH2:23]4)=[C:18]([CH2:20][N:36]([CH2:35][CH2:34][N:33]([CH3:38])[CH3:32])[CH3:37])[CH:19]=3)=[CH:8][CH:9]=[N:10]2)=[CH:5][CH:4]=1, predict the reactants needed to synthesize it. The reactants are: Cl.[Cl:2][C:3]1[CH:12]=[C:11]2[C:6]([C:7]([NH:13][C:14]3[CH:15]=[CH:16][C:17]([N:22]4[CH2:27][CH2:26][O:25][CH2:24][CH2:23]4)=[C:18]([CH2:20]O)[CH:19]=3)=[CH:8][CH:9]=[N:10]2)=[CH:5][CH:4]=1.S(Cl)(Cl)=O.[CH3:32][N:33]([CH3:38])[CH2:34][CH2:35][NH:36][CH3:37]. (3) The reactants are: C([Si](C1C=CC=CC=1)(C1C=CC=CC=1)[O:6][CH2:7][C@@H:8]1[C@@H:13]([O:14][CH2:15][C:16]2[CH:21]=[CH:20][CH:19]=[CH:18][CH:17]=2)[C@H:12]([O:22][CH2:23][C:24]2[CH:29]=[CH:28][CH:27]=[CH:26][CH:25]=2)[C@H:11]([O:30][CH2:31][C:32]2[CH:37]=[CH:36][CH:35]=[CH:34][CH:33]=2)[C@@H:10]([O:38][C:39]2[CH:44]=[CH:43][C:42]([I:45])=[CH:41][CH:40]=2)[O:9]1)(C)(C)C.C(O)(=O)C.[F-].C([N+](CCCC)(CCCC)CCCC)CCC. Given the product [CH2:15]([O:14][C@H:13]1[C@H:12]([O:22][CH2:23][C:24]2[CH:29]=[CH:28][CH:27]=[CH:26][CH:25]=2)[C@H:11]([O:30][CH2:31][C:32]2[CH:37]=[CH:36][CH:35]=[CH:34][CH:33]=2)[C@@H:10]([O:38][C:39]2[CH:40]=[CH:41][C:42]([I:45])=[CH:43][CH:44]=2)[O:9][C@@H:8]1[CH2:7][OH:6])[C:16]1[CH:17]=[CH:18][CH:19]=[CH:20][CH:21]=1, predict the reactants needed to synthesize it. (4) The reactants are: Cl[C:2]1[N:7]=[C:6]([C:8]2[CH:13]=[C:12]([Cl:14])[CH:11]=[CH:10][C:9]=2[O:15][CH3:16])[N:5]=[C:4]([NH2:17])[CH:3]=1.[Br:18][C:19]1[CH:25]=[CH:24][C:22]([NH2:23])=[CH:21][CH:20]=1.CO.C(=O)([O-])[O-].[Na+].[Na+]. Given the product [Br:18][C:19]1[CH:25]=[CH:24][C:22]([NH:23][C:2]2[CH:3]=[C:4]([NH2:17])[N:5]=[C:6]([C:8]3[CH:13]=[C:12]([Cl:14])[CH:11]=[CH:10][C:9]=3[O:15][CH3:16])[N:7]=2)=[CH:21][CH:20]=1, predict the reactants needed to synthesize it.